This data is from Forward reaction prediction with 1.9M reactions from USPTO patents (1976-2016). The task is: Predict the product of the given reaction. (1) Given the reactants [N:1]1[N:5]2[C:6]3[C:11]([CH2:12][CH2:13][C:4]2=[CH:3][C:2]=1[CH2:14][OH:15])=[CH:10][CH:9]=[CH:8][CH:7]=3, predict the reaction product. The product is: [N:1]1[N:5]2[C:6]3[C:11]([CH2:12][CH2:13][C:4]2=[CH:3][C:2]=1[CH:14]=[O:15])=[CH:10][CH:9]=[CH:8][CH:7]=3. (2) Given the reactants Cl[C:2]1[CH:7]=[CH:6][N:5]=[C:4]2[CH:8]=[C:9]([C:11]3[S:12][CH:13]=[CH:14][N:15]=3)[S:10][C:3]=12.[CH3:16][NH:17][C:18]([C:20]1[C:28]2[C:23](=[CH:24][C:25]([OH:29])=[CH:26][CH:27]=2)[N:22]([CH3:30])[C:21]=1[CH3:31])=[O:19].C([O-])([O-])=O.[Cs+].[Cs+], predict the reaction product. The product is: [CH3:16][NH:17][C:18]([C:20]1[C:28]2[C:23](=[CH:24][C:25]([O:29][C:2]3[CH:7]=[CH:6][N:5]=[C:4]4[CH:8]=[C:9]([C:11]5[S:12][CH:13]=[CH:14][N:15]=5)[S:10][C:3]=34)=[CH:26][CH:27]=2)[N:22]([CH3:30])[C:21]=1[CH3:31])=[O:19]. (3) Given the reactants C(OC(=O)[NH:7][CH:8]([C:10]1[CH:15]=[CH:14][C:13]([NH:16][S:17]([CH:20]=[CH2:21])(=[O:19])=[O:18])=[C:12]([CH:22]=[CH2:23])[CH:11]=1)[CH3:9])(C)(C)C.C(O)(C(F)(F)F)=O, predict the reaction product. The product is: [CH:20]([S:17]([NH:16][C:13]1[CH:14]=[CH:15][C:10]([CH:8]([NH2:7])[CH3:9])=[CH:11][C:12]=1[CH:22]=[CH2:23])(=[O:18])=[O:19])=[CH2:21].